Dataset: Reaction yield outcomes from USPTO patents with 853,638 reactions. Task: Predict the reaction yield, written as a fraction of the theoretical maximum amount of product (1.0 means a 100% yield; for example, 0.34 means a 34% yield). (1) The reactants are [Si:1]([O:8][C@H:9]([C@H:11]1[NH:16][C:15]([CH3:18])([CH3:17])[CH2:14][C:13](=[O:19])[CH2:12]1)[CH3:10])([C:4]([CH3:7])([CH3:6])[CH3:5])([CH3:3])[CH3:2].[BH4-].[Na+]. The catalyst is CO.O. The product is [Si:1]([O:8][C@H:9]([C@H:11]1[NH:16][C:15]([CH3:18])([CH3:17])[CH2:14][CH:13]([OH:19])[CH2:12]1)[CH3:10])([C:4]([CH3:7])([CH3:5])[CH3:6])([CH3:3])[CH3:2]. The yield is 0.760. (2) The reactants are [F:1][C:2]([F:35])([F:34])[C:3]([C:12]1[CH:13]=[C:14]([CH2:31][NH:32][CH3:33])[CH:15]=[CH:16][C:17]=1[Sn:18]([CH2:27][CH2:28][CH2:29][CH3:30])([CH2:23][CH2:24][CH2:25][CH3:26])[CH2:19][CH2:20][CH2:21][CH3:22])([O:8][CH2:9][O:10][CH3:11])[C:4]([F:7])([F:6])[F:5].C1C(=O)N(O[C:44]([CH2:46][CH2:47][N:48]2[C:53](=[O:54])[CH:52]=[CH:51][C:49]2=[O:50])=[O:45])C(=O)C1. The catalyst is C(#N)C. The product is [O:54]=[C:53]1[CH:52]=[CH:51][C:49](=[O:50])[N:48]1[CH2:47][CH2:46][C:44]([N:32]([CH2:31][C:14]1[CH:15]=[CH:16][C:17]([Sn:18]([CH2:23][CH2:24][CH2:25][CH3:26])([CH2:27][CH2:28][CH2:29][CH3:30])[CH2:19][CH2:20][CH2:21][CH3:22])=[C:12]([C:3]([O:8][CH2:9][O:10][CH3:11])([C:4]([F:5])([F:6])[F:7])[C:2]([F:1])([F:34])[F:35])[CH:13]=1)[CH3:33])=[O:45]. The yield is 0.810. (3) The reactants are [NH2:1][C:2]1[CH:3]=[C:4]([C:8]#[C:9][C:10]2[C:11]([NH:16][C:17]3[CH:22]=[CH:21][C:20]([O:23][CH2:24][C:25]4[CH:30]=[CH:29][CH:28]=[C:27]([F:31])[CH:26]=4)=[C:19]([Cl:32])[CH:18]=3)=[N:12][CH:13]=[N:14][CH:15]=2)[CH:5]=[CH:6][CH:7]=1.[CH3:33][S:34]([CH2:37][C:38](O)=[O:39])(=[O:36])=[O:35].Cl.CN(C)CCCN=C=NCC.O.ON1C2C=CC=CC=2N=N1. The catalyst is CN(C)C=O. The product is [Cl:32][C:19]1[CH:18]=[C:17]([NH:16][C:11]2[C:10]([C:9]#[C:8][C:4]3[CH:3]=[C:2]([NH:1][C:38](=[O:39])[CH2:37][S:34]([CH3:33])(=[O:36])=[O:35])[CH:7]=[CH:6][CH:5]=3)=[CH:15][N:14]=[CH:13][N:12]=2)[CH:22]=[CH:21][C:20]=1[O:23][CH2:24][C:25]1[CH:30]=[CH:29][CH:28]=[C:27]([F:31])[CH:26]=1. The yield is 0.640. (4) The reactants are [CH2:1]([N:8]1[CH2:13][CH2:12][CH:11]([C:14]2[S:15][CH:16]=[CH:17][CH:18]=2)[CH:10]([C:19](Cl)=[O:20])[CH2:9]1)[C:2]1[CH:7]=[CH:6][CH:5]=[CH:4][CH:3]=1.[Al+3].[Cl-].[Cl-].[Cl-]. The catalyst is C(Cl)Cl. The product is [CH2:1]([N:8]1[CH2:13][CH2:12][CH:11]2[CH:10]([C:19](=[O:20])[C:18]3[CH:17]=[CH:16][S:15][C:14]=32)[CH2:9]1)[C:2]1[CH:7]=[CH:6][CH:5]=[CH:4][CH:3]=1. The yield is 0.680. (5) The reactants are [CH3:1][O:2][C:3]1[CH:20]=[C:19]([O:21][CH3:22])[CH:18]=[CH:17][C:4]=1[CH2:5][NH:6][C:7]1[C:12]2[C:13]([CH3:16])=[N:14][NH:15][C:11]=2[CH:10]=[CH:9][N:8]=1.[H-].[Na+].[Cl:25][C:26]1[C:27]([CH3:48])=[C:28]([C:37]2[CH:38]=[CH:39][C:40]([C:43]([N:45]([CH3:47])[CH3:46])=[O:44])=[N:41][CH:42]=2)[C:29]([O:35][CH3:36])=[C:30]([CH:32](Cl)[CH3:33])[CH:31]=1. The catalyst is CN(C)C=O.O. The product is [Cl:25][C:26]1[C:27]([CH3:48])=[C:28]([C:37]2[CH:38]=[CH:39][C:40]([C:43]([N:45]([CH3:46])[CH3:47])=[O:44])=[N:41][CH:42]=2)[C:29]([O:35][CH3:36])=[C:30]([CH:32]([N:15]2[C:11]3[CH:10]=[CH:9][N:8]=[C:7]([NH:6][CH2:5][C:4]4[CH:17]=[CH:18][C:19]([O:21][CH3:22])=[CH:20][C:3]=4[O:2][CH3:1])[C:12]=3[C:13]([CH3:16])=[N:14]2)[CH3:33])[CH:31]=1. The yield is 0.490.